Dataset: Full USPTO retrosynthesis dataset with 1.9M reactions from patents (1976-2016). Task: Predict the reactants needed to synthesize the given product. (1) The reactants are: Cl[C:2]1[N:7]=[C:6]([NH:8][C:9]2[CH:14]=[CH:13][C:12]([S:15]([NH:18][CH3:19])(=[O:17])=[O:16])=[CH:11][CH:10]=2)[CH:5]=[C:4]([N:20]2[CH2:24][CH2:23][CH2:22][CH2:21]2)[CH:3]=1.C(=O)([O-])[O-].[Na+].[Na+].[F:31][C:32]([F:44])([F:43])[O:33][C:34]1[CH:39]=[CH:38][C:37](B(O)O)=[CH:36][CH:35]=1.O. Given the product [CH3:19][NH:18][S:15]([C:12]1[CH:13]=[CH:14][C:9]([NH:8][C:6]2[CH:5]=[C:4]([N:20]3[CH2:24][CH2:23][CH2:22][CH2:21]3)[CH:3]=[C:2]([C:37]3[CH:36]=[CH:35][C:34]([O:33][C:32]([F:31])([F:43])[F:44])=[CH:39][CH:38]=3)[N:7]=2)=[CH:10][CH:11]=1)(=[O:17])=[O:16], predict the reactants needed to synthesize it. (2) Given the product [NH2:40][CH2:39][C:35]1[CH:34]=[C:33]([C:29]2[CH:30]=[CH:31][CH:32]=[C:27]([CH2:26][NH:25][C:18]3[N:17]=[C:16]([NH:15][CH2:14][CH:11]4[CH2:12][CH2:13][NH:8][CH2:9][CH2:10]4)[C:21]([N+:22]([O-:24])=[O:23])=[CH:20][N:19]=3)[C:28]=2[CH3:41])[CH:38]=[CH:37][CH:36]=1, predict the reactants needed to synthesize it. The reactants are: C(OC([N:8]1[CH2:13][CH2:12][CH:11]([CH2:14][NH:15][C:16]2[C:21]([N+:22]([O-:24])=[O:23])=[CH:20][N:19]=[C:18]([NH:25][CH2:26][C:27]3[C:28]([CH3:41])=[C:29]([C:33]4[CH:38]=[CH:37][CH:36]=[C:35]([CH2:39][NH2:40])[CH:34]=4)[CH:30]=[CH:31][CH:32]=3)[N:17]=2)[CH2:10][CH2:9]1)=O)(C)(C)C.FC(F)(F)C(O)=O. (3) Given the product [OH:6][C@@H:5]([CH2:4][OH:3])[CH2:7][N:8]1[CH:12]=[CH:11][C:10]([NH:13][C:14](=[O:35])[C@@H:15]([N:21]2[CH2:25][C:24]([O:26][C:27]3[CH:32]=[CH:31][CH:30]=[CH:29][C:28]=3[Cl:33])=[CH:23][C:22]2=[O:34])[CH2:16][C:17]([F:19])([F:20])[CH3:18])=[N:9]1, predict the reactants needed to synthesize it. The reactants are: CC1(C)[O:6][C@H:5]([CH2:7][N:8]2[CH:12]=[CH:11][C:10]([NH:13][C:14](=[O:35])[C@@H:15]([N:21]3[CH2:25][C:24]([O:26][C:27]4[CH:32]=[CH:31][CH:30]=[CH:29][C:28]=4[Cl:33])=[CH:23][C:22]3=[O:34])[CH2:16][C:17]([F:20])([F:19])[CH3:18])=[N:9]2)[CH2:4][O:3]1.C1(C)C=CC(S(O)(=O)=O)=CC=1.